This data is from Catalyst prediction with 721,799 reactions and 888 catalyst types from USPTO. The task is: Predict which catalyst facilitates the given reaction. Reactant: [CH2:1]1[C:10]2[C:5](=[CH:6][CH:7]=[CH:8][CH:9]=2)[CH2:4][CH2:3][N:2]1[CH2:11][CH:12]([OH:35])[CH2:13][NH:14][C:15]([C:17]1[CH:18]=[C:19]([CH:23]2[CH2:27][CH2:26][N:25](C(OC(C)(C)C)=O)[CH2:24]2)[CH:20]=[CH:21][CH:22]=1)=[O:16].C(O)(C(F)(F)F)=O. Product: [CH2:1]1[C:10]2[C:5](=[CH:6][CH:7]=[CH:8][CH:9]=2)[CH2:4][CH2:3][N:2]1[CH2:11][CH:12]([OH:35])[CH2:13][NH:14][C:15](=[O:16])[C:17]1[CH:22]=[CH:21][CH:20]=[C:19]([CH:23]2[CH2:27][CH2:26][NH:25][CH2:24]2)[CH:18]=1. The catalyst class is: 2.